Dataset: Full USPTO retrosynthesis dataset with 1.9M reactions from patents (1976-2016). Task: Predict the reactants needed to synthesize the given product. (1) The reactants are: C(OC(=O)[NH:7][C:8]1[CH:13]=[C:12](OCC(F)(F)F)[C:11]([C:20]([F:23])([F:22])[F:21])=[CH:10][C:9]=1[NH:24][C:25](=[O:42])[CH2:26][C:27]([C:29]1[CH:34]=[CH:33][CH:32]=[C:31]([C:35]2[CH:36]=[N:37][CH:38]=[CH:39][C:40]=2[CH3:41])[CH:30]=1)=O)(C)(C)C.[C:44](O)([C:46]([F:49])([F:48])[F:47])=[O:45]. Given the product [CH3:41][C:40]1[CH:39]=[CH:38][N:37]=[CH:36][C:35]=1[C:31]1[CH:30]=[C:29]([C:27]2[CH2:26][C:25](=[O:42])[NH:24][C:9]3[CH:10]=[C:11]([C:20]([F:23])([F:22])[F:21])[C:12]([O:45][CH2:44][C:46]([F:49])([F:48])[F:47])=[CH:13][C:8]=3[N:7]=2)[CH:34]=[CH:33][CH:32]=1, predict the reactants needed to synthesize it. (2) Given the product [F:11][C:12]1[C:17]([F:18])=[CH:16][N:15]=[C:14]2[NH:19][CH:20]=[C:21]([NH:22][C:2](=[O:9])[C:3]3[CH:8]=[CH:7][CH:6]=[N:5][CH:4]=3)[C:13]=12, predict the reactants needed to synthesize it. The reactants are: Cl.[C:2](Cl)(=[O:9])[C:3]1[CH:8]=[CH:7][CH:6]=[N:5][CH:4]=1.[F:11][C:12]1[C:17]([F:18])=[CH:16][N:15]=[C:14]2[NH:19][CH:20]=[C:21]([NH2:22])[C:13]=12.